This data is from CYP2C9 inhibition data for predicting drug metabolism from PubChem BioAssay. The task is: Regression/Classification. Given a drug SMILES string, predict its absorption, distribution, metabolism, or excretion properties. Task type varies by dataset: regression for continuous measurements (e.g., permeability, clearance, half-life) or binary classification for categorical outcomes (e.g., BBB penetration, CYP inhibition). Dataset: cyp2c9_veith. (1) The drug is O=S(=O)(c1ccccc1)N1CCC2(CCN(c3cccc(-c4ccccc4)c3)CC2)CC1. The result is 0 (non-inhibitor). (2) The drug is CN[C@@H]1[C@H](O[C@H]2[C@@H](O[C@@H]3[C@@H](O)[C@@H](O)[C@@H](N=C(N)N)[C@@H](O)[C@@H]3N=C(N)N)O[C@@H](C)[C@]2(O)CO)O[C@H](CO)[C@@H](O)[C@@H]1O. The result is 0 (non-inhibitor). (3) The compound is O=C1C2ON(c3ccccc3)C(c3ccncc3)C2C(=O)N1c1ccccc1. The result is 1 (inhibitor). (4) The molecule is O=C(c1csnn1)N1CCC2(CCCN(c3ccc(-c4ccccc4)cc3)C2)CC1. The result is 0 (non-inhibitor). (5) The compound is NCCCc1ccc2oc3ccccc3c2c1. The result is 0 (non-inhibitor). (6) The compound is CCNC(=S)NNC(=O)Cc1ccccc1. The result is 0 (non-inhibitor). (7) The drug is CCOC(=O)c1ccccc1Oc1c(F)c(F)nc(NCCO)c1F. The result is 1 (inhibitor). (8) The compound is CCN1C(=O)c2cccc3c(NC(=O)c4cccc(N5C(=O)CCC5=O)c4)ccc1c23. The result is 0 (non-inhibitor).